From a dataset of Forward reaction prediction with 1.9M reactions from USPTO patents (1976-2016). Predict the product of the given reaction. (1) Given the reactants [C:1]([O:5][C:6]([N:8]1[CH2:13][CH2:12][C:11](O)([C:14]2[CH:15]=[CH:16][CH:17]=[C:18]3[C:22]=2[NH:21][CH:20]=[CH:19]3)[CH2:10][CH2:9]1)=[O:7])([CH3:4])([CH3:3])[CH3:2].O=P(Cl)(Cl)Cl, predict the reaction product. The product is: [C:1]([O:5][C:6]([N:8]1[CH2:9][CH:10]=[C:11]([C:14]2[CH:15]=[CH:16][CH:17]=[C:18]3[C:22]=2[NH:21][CH:20]=[CH:19]3)[CH2:12][CH2:13]1)=[O:7])([CH3:4])([CH3:2])[CH3:3]. (2) The product is: [C:1]([N:4]1[C:13]2[C:8](=[CH:9][C:10]([C:14]([Cl:34])=[O:15])=[CH:11][CH:12]=2)[C@H:7]([NH:17][C:18](=[O:19])[O:20][CH2:21][C:22]2[CH:27]=[CH:26][CH:25]=[CH:24][CH:23]=2)[C@@H:6]([CH3:28])[C@@H:5]1[CH:29]1[CH2:31][CH2:30]1)(=[O:3])[CH3:2]. Given the reactants [C:1]([N:4]1[C:13]2[C:8](=[CH:9][C:10]([C:14](O)=[O:15])=[CH:11][CH:12]=2)[CH:7]([NH:17][C:18]([O:20][CH2:21][C:22]2[CH:27]=[CH:26][CH:25]=[CH:24][CH:23]=2)=[O:19])[CH:6]([CH3:28])[CH:5]1[CH:29]1[CH2:31][CH2:30]1)(=[O:3])[CH3:2].S(Cl)([Cl:34])=O, predict the reaction product. (3) Given the reactants Cl[C:2](=[O:8])[C:3]([O:5][CH2:6][CH3:7])=[O:4].[Br-].[F:10][C:11]1[CH:18]=[CH:17][C:14]([CH2:15][Zn+])=[CH:13][CH:12]=1, predict the reaction product. The product is: [F:10][C:11]1[CH:18]=[CH:17][C:14]([CH2:15][C:2](=[O:8])[C:3]([O:5][CH2:6][CH3:7])=[O:4])=[CH:13][CH:12]=1. (4) Given the reactants Cl[C:2]1[N:7]=[C:6]([NH:8][CH3:9])[N:5]=[C:4]([N:10]2[C@H:15]([CH3:16])[CH2:14][CH2:13][C@H:12]([C:17]([NH:19][C:20]3[CH:25]=[CH:24][CH:23]=[CH:22][CH:21]=3)=[O:18])[CH2:11]2)[CH:3]=1.[CH3:26][C:27]1[C:35]2[C:30](=[CH:31][C:32](B3OC(C)(C)C(C)(C)O3)=[CH:33][CH:34]=2)[NH:29][N:28]=1.C1(P(C2CCCCC2)C2CCCCC2)CCCCC1.[O-]P([O-])([O-])=O.[K+].[K+].[K+], predict the reaction product. The product is: [CH3:16][C@H:15]1[N:10]([C:4]2[CH:3]=[C:2]([C:32]3[CH:31]=[C:30]4[C:35]([C:27]([CH3:26])=[N:28][NH:29]4)=[CH:34][CH:33]=3)[N:7]=[C:6]([NH:8][CH3:9])[N:5]=2)[CH2:11][C@@H:12]([C:17]([NH:19][C:20]2[CH:25]=[CH:24][CH:23]=[CH:22][CH:21]=2)=[O:18])[CH2:13][CH2:14]1. (5) Given the reactants Br[C:2]1[CH:3]=[CH:4][C:5]2[N:6]([S:15]([C:18]3[CH:24]=[CH:23][C:21]([CH3:22])=[CH:20][CH:19]=3)(=[O:17])=[O:16])[C:7]3[C:12]([C:13]=2[CH:14]=1)=[CH:11][CH:10]=[CH:9][CH:8]=3.[C:25]([C:29]1[CH:30]=[CH:31][C:32]2[NH:33][C:34]3[C:39]([C:40]=2[CH:41]=1)=[CH:38][C:37]([C:42]([CH3:45])([CH3:44])[CH3:43])=[CH:36][CH:35]=3)([CH3:28])([CH3:27])[CH3:26].C(C1C=CC=CC=1)CCCCCCCCCCC, predict the reaction product. The product is: [C:25]([C:29]1[CH:30]=[CH:31][C:32]2[N:33]([C:2]3[CH:3]=[CH:4][C:5]4[N:6]([S:15]([C:18]5[CH:24]=[CH:23][C:21]([CH3:22])=[CH:20][CH:19]=5)(=[O:17])=[O:16])[C:7]5[C:12]([C:13]=4[CH:14]=3)=[CH:11][CH:10]=[CH:9][CH:8]=5)[C:34]3[C:39]([C:40]=2[CH:41]=1)=[CH:38][C:37]([C:42]([CH3:45])([CH3:44])[CH3:43])=[CH:36][CH:35]=3)([CH3:28])([CH3:27])[CH3:26]. (6) The product is: [C:7]([O:6][C:5](=[O:11])[NH:4][C:12]1[CH:13]=[C:14]([Cl:24])[C:15]2[O:19][N:18]=[C:17]([CH:20]3[CH2:21][CH2:22]3)[C:16]=2[CH:23]=1)([CH3:10])([CH3:8])[CH3:9]. Given the reactants C([N:4]([C:12]1[CH:13]=[C:14]([Cl:24])[C:15]2[O:19][N:18]=[C:17]([CH:20]3[CH2:22][CH2:21]3)[C:16]=2[CH:23]=1)[C:5](=[O:11])[O:6][C:7]([CH3:10])([CH3:9])[CH3:8])(=O)C.C[O-].[Na+].CO.[NH4+].[Cl-], predict the reaction product. (7) Given the reactants [Br:1][C:2]1[CH:8]=[CH:7][C:5]([NH2:6])=[CH:4][CH:3]=1.[C:9]1([CH:15]([C:19](O)=O)C(O)=O)[CH:14]=[CH:13][CH:12]=[CH:11][CH:10]=1.P(Cl)(Cl)([Cl:24])=O.[CH2:27]([Cl:29])Cl, predict the reaction product. The product is: [Br:1][C:2]1[CH:8]=[C:7]2[C:5](=[CH:4][CH:3]=1)[N:6]=[C:19]([Cl:24])[C:15]([C:9]1[CH:14]=[CH:13][CH:12]=[CH:11][CH:10]=1)=[C:27]2[Cl:29]. (8) Given the reactants [Cl:1][C:2]1[N:7]=[C:6]([NH2:8])[N:5]=[C:4]2[NH:9][N:10]=[CH:11][C:3]=12.[Cl:12][C:13]1[C:18]([CH3:19])=[CH:17][N:16]=[C:15]([CH2:20]Cl)[C:14]=1[CH3:22].C([O-])([O-])=O.[Cs+].[Cs+].CN(C=O)C, predict the reaction product. The product is: [Cl:1][C:2]1[N:7]=[C:6]([NH2:8])[N:5]=[C:4]2[N:9]([CH2:20][C:15]3[C:14]([CH3:22])=[C:13]([Cl:12])[C:18]([CH3:19])=[CH:17][N:16]=3)[N:10]=[CH:11][C:3]=12. (9) Given the reactants [N+:1]([C:4]1[CH:5]=[CH:6][C:7]2[O:12][C@:11]([CH3:18])([CH:13]([O:16][CH3:17])[O:14][CH3:15])[C@@H:10]3[O:19][C@@H:9]3[C:8]=2[CH:20]=1)([O-:3])=[O:2].[CH2:21]([C:23]1[CH:28]=[CH:27][CH:26]=[CH:25][C:24]=1[NH:29][CH2:30][C:31]1[N:32]=[N:33][N:34]([CH3:36])[N:35]=1)[CH3:22], predict the reaction product. The product is: [N+:1]([C:4]1[CH:5]=[CH:6][C:7]2[O:12][C@:11]([CH3:18])([CH:13]([O:16][CH3:17])[O:14][CH3:15])[C@H:10]([OH:19])[C@@H:9]([N:29]([C:24]3[CH:25]=[CH:26][CH:27]=[CH:28][C:23]=3[CH2:21][CH3:22])[CH2:30][C:31]3[N:32]=[N:33][N:34]([CH3:36])[N:35]=3)[C:8]=2[CH:20]=1)([O-:3])=[O:2].